Dataset: Full USPTO retrosynthesis dataset with 1.9M reactions from patents (1976-2016). Task: Predict the reactants needed to synthesize the given product. (1) Given the product [Br:1][C:2]1[CH:3]=[C:4]([N:5]2[CH2:17][CH2:16][CH:15]([OH:19])[CH2:14]2)[CH:6]=[C:7]([C:9]([F:10])([F:11])[F:12])[CH:8]=1, predict the reactants needed to synthesize it. The reactants are: [Br:1][C:2]1[CH:3]=[C:4]([CH:6]=[C:7]([C:9]([F:12])([F:11])[F:10])[CH:8]=1)[NH2:5].Br[CH2:14][CH:15]([OH:19])[CH2:16][CH2:17]Br.C(=O)([O-])[O-].[Na+].[Na+]. (2) Given the product [CH3:13][O:14][C:15]1[CH:16]=[C:17]2[C:22](=[CH:23][CH:24]=1)[CH:21]=[C:20]([C@H:25]([CH3:29])[C:26]([O:1][N:2]1[C:3](=[O:12])[C:4]3[CH:11]=[CH:10][CH:9]=[CH:8][C:5]=3[C:6]1=[O:7])=[O:27])[CH:19]=[CH:18]2, predict the reactants needed to synthesize it. The reactants are: [OH:1][N:2]1[C:6](=[O:7])[C:5]2=[CH:8][CH:9]=[CH:10][CH:11]=[C:4]2[C:3]1=[O:12].[CH3:13][O:14][C:15]1[CH:16]=[C:17]2[C:22](=[CH:23][CH:24]=1)[CH:21]=[C:20]([C@H:25]([CH3:29])[C:26](O)=[O:27])[CH:19]=[CH:18]2.Cl.CN(C)CCCN=C=NCC. (3) Given the product [CH2:11]([O:13][C:14](=[O:34])[CH:15]([NH:27][C:28]([O:30][CH2:31][CH:32]=[CH2:33])=[O:29])[CH2:16][C:17]1[O:21][N:20]=[C:19]([CH:22]2[CH2:26][CH2:25][CH2:24][N:23]2[C:1](=[O:8])[C:2]2[CH:7]=[CH:6][CH:5]=[CH:4][CH:3]=2)[CH:18]=1)[CH3:12], predict the reactants needed to synthesize it. The reactants are: [C:1](Cl)(=[O:8])[C:2]1[CH:7]=[CH:6][CH:5]=[CH:4][CH:3]=1.Cl.[CH2:11]([O:13][C:14](=[O:34])[CH:15]([NH:27][C:28]([O:30][CH2:31][CH:32]=[CH2:33])=[O:29])[CH2:16][C:17]1[O:21][N:20]=[C:19]([CH:22]2[CH2:26][CH2:25][CH2:24][NH:23]2)[CH:18]=1)[CH3:12].N1C=CC=CC=1. (4) Given the product [C:35]([OH:42])(=[O:41])/[CH:36]=[CH:37]\[C:38]([OH:40])=[O:39].[C:35]([OH:42])(=[O:41])/[CH:36]=[CH:37]\[C:38]([OH:40])=[O:39].[Cl:1][C:2]1[CH:3]=[C:4]([NH:9][C:10]2[C:19]3[C:14](=[CH:15][C:16]([O:29][C@H:30]4[CH2:34][CH2:33][O:32][CH2:31]4)=[C:17]([NH:20][C:21](=[O:28])/[CH:22]=[CH:23]/[CH2:24][N:25]([CH3:26])[CH3:27])[CH:18]=3)[N:13]=[CH:12][N:11]=2)[CH:5]=[CH:6][C:7]=1[F:8], predict the reactants needed to synthesize it. The reactants are: [Cl:1][C:2]1[CH:3]=[C:4]([NH:9][C:10]2[C:19]3[C:14](=[CH:15][C:16]([O:29][C@H:30]4[CH2:34][CH2:33][O:32][CH2:31]4)=[C:17]([NH:20][C:21](=[O:28])/[CH:22]=[CH:23]/[CH2:24][N:25]([CH3:27])[CH3:26])[CH:18]=3)[N:13]=[CH:12][N:11]=2)[CH:5]=[CH:6][C:7]=1[F:8].[C:35]([OH:42])(=[O:41])/[CH:36]=[CH:37]\[C:38]([OH:40])=[O:39]. (5) The reactants are: Cl[C:2]1[C:11]2[C:6](=[CH:7][CH:8]=[C:9]([F:12])[CH:10]=2)[N:5]=[CH:4][CH:3]=1.[OH:13][C:14]1[CH:15]=[N:16][C:17]([CH2:20][C:21]([O:23][CH3:24])=[O:22])=[N:18][CH:19]=1. Given the product [F:12][C:9]1[CH:10]=[C:11]2[C:6](=[CH:7][CH:8]=1)[N:5]=[CH:4][CH:3]=[C:2]2[O:13][C:14]1[CH:19]=[N:18][C:17]([CH2:20][C:21]([O:23][CH3:24])=[O:22])=[N:16][CH:15]=1, predict the reactants needed to synthesize it. (6) Given the product [OH:1][C@H:2]1[CH2:3][CH2:4][C@H:5]([CH:8]([CH2:14][CH3:15])[C:9]([O:11][CH2:12][CH3:13])=[O:10])[CH2:6][CH2:7]1, predict the reactants needed to synthesize it. The reactants are: [O:1]=[C:2]1[CH2:7][CH2:6][CH:5]([CH:8]([CH2:14][CH3:15])[C:9]([O:11][CH2:12][CH3:13])=[O:10])[CH2:4][CH2:3]1.[BH4-].[Na+]. (7) Given the product [Cl:1][C:2]1[CH:10]=[CH:9][C:8]2[N:7](/[CH:11]=[C:12](/[C:15]3[CH:20]=[CH:19][N:18]=[CH:17][CH:16]=3)\[CH3:13])[C:6]3[CH2:21][CH2:22][N:23]([CH3:25])[CH2:24][C:5]=3[C:4]=2[CH:3]=1, predict the reactants needed to synthesize it. The reactants are: [Cl:1][C:2]1[CH:10]=[CH:9][C:8]2[N:7]([CH2:11][C:12]([C:15]3[CH:20]=[CH:19][N:18]=[CH:17][CH:16]=3)(O)[CH3:13])[C:6]3[CH2:21][CH2:22][N:23]([CH3:25])[CH2:24][C:5]=3[C:4]=2[CH:3]=1.S(=O)(=O)(O)O.[OH-].[K+]. (8) Given the product [Br:1][C:2]1[CH:3]=[C:4]([CH2:8][CH2:9][CH2:10][CH2:11][OH:12])[CH:5]=[CH:6][CH:7]=1, predict the reactants needed to synthesize it. The reactants are: [Br:1][C:2]1[CH:3]=[C:4]([CH2:8][CH2:9][CH2:10][C:11](O)=[O:12])[CH:5]=[CH:6][CH:7]=1.[H]1[BH2][H][BH2]1.C1COCC1.[OH-].[Na+].